From a dataset of Full USPTO retrosynthesis dataset with 1.9M reactions from patents (1976-2016). Predict the reactants needed to synthesize the given product. (1) The reactants are: [Cl:1][C:2]1[S:6][C:5]([C:7]2[S:8][C:9]([S:12](Cl)(=[O:14])=[O:13])=[CH:10][CH:11]=2)=[CH:4][CH:3]=1.[C:16]([O:20][C:21]([N:23]1[C:31]2[CH:30]=[CH:29][N:28]=[CH:27][C:26]=2[CH:25]=[C:24]1[CH2:32][N:33]1[CH2:37][CH2:36][C@H:35]([NH2:38])[C:34]1=[O:39])=[O:22])([CH3:19])([CH3:18])[CH3:17]. Given the product [C:16]([O:20][C:21]([N:23]1[C:31]2[CH:30]=[CH:29][N:28]=[CH:27][C:26]=2[CH:25]=[C:24]1[CH2:32][N:33]1[CH2:37][CH2:36][C@H:35]([NH:38][S:12]([C:9]2[S:8][C:7]([C:5]3[S:6][C:2]([Cl:1])=[CH:3][CH:4]=3)=[CH:11][CH:10]=2)(=[O:14])=[O:13])[C:34]1=[O:39])=[O:22])([CH3:19])([CH3:17])[CH3:18], predict the reactants needed to synthesize it. (2) The reactants are: [NH2:1][C:2]1[CH:29]=[CH:28][C:5]([C:6]([N:8]2[CH2:13][CH2:12][N:11]([CH2:14][C:15]3[CH:16]=[C:17]([CH:25]=[CH:26][CH:27]=3)[C:18]([NH:20][C:21]([CH3:24])([CH3:23])[CH3:22])=[O:19])[CH2:10][CH2:9]2)=[O:7])=[CH:4][C:3]=1[F:30].C1C([N+]([O-])=O)=CC=C([Cl-][C:41]([O-])=[O:42])C=1.[CH2:44]([NH2:49])[C:45]([CH3:48])([CH3:47])[CH3:46]. Given the product [C:21]([NH:20][C:18](=[O:19])[C:17]1[CH:25]=[CH:26][CH:27]=[C:15]([CH2:14][N:11]2[CH2:12][CH2:13][N:8]([C:6](=[O:7])[C:5]3[CH:28]=[CH:29][C:2]([NH:1][C:41]([NH:49][CH2:44][C:45]([CH3:48])([CH3:47])[CH3:46])=[O:42])=[C:3]([F:30])[CH:4]=3)[CH2:9][CH2:10]2)[CH:16]=1)([CH3:24])([CH3:23])[CH3:22], predict the reactants needed to synthesize it. (3) Given the product [C:39]([O:43][C:44](=[O:45])[NH:46][CH2:47][C:48]([NH:1][C:2]1[CH:7]=[CH:6][CH:5]=[C:4]([C:8]2[N:9]=[C:10]3[N:14]([C:15]=2[C:16]2[CH:21]=[CH:20][N:19]=[C:18]([NH:22][C@@H:23]4[CH2:28][CH2:27][CH2:26][N:25]([S:29]([C:32]5[CH:33]=[CH:34][C:35]([Cl:38])=[CH:36][CH:37]=5)(=[O:31])=[O:30])[CH2:24]4)[N:17]=2)[CH:13]=[CH:12][S:11]3)[CH:3]=1)=[O:49])([CH3:42])([CH3:40])[CH3:41], predict the reactants needed to synthesize it. The reactants are: [NH2:1][C:2]1[CH:3]=[C:4]([C:8]2[N:9]=[C:10]3[N:14]([C:15]=2[C:16]2[CH:21]=[CH:20][N:19]=[C:18]([NH:22][C@@H:23]4[CH2:28][CH2:27][CH2:26][N:25]([S:29]([C:32]5[CH:37]=[CH:36][C:35]([Cl:38])=[CH:34][CH:33]=5)(=[O:31])=[O:30])[CH2:24]4)[N:17]=2)[CH:13]=[CH:12][S:11]3)[CH:5]=[CH:6][CH:7]=1.[C:39]([O:43][C:44]([NH:46][CH2:47][C:48](O)=[O:49])=[O:45])([CH3:42])([CH3:41])[CH3:40].CCN(C(C)C)C(C)C.[Cl-].ClC1N(C)C=C[N+]=1C. (4) Given the product [C:1]([O-:8])(=[O:7])/[CH:2]=[CH:3]/[CH:4]=[CH:5]/[CH3:6].[Zn+2:13].[C:1]([O-:8])(=[O:7])/[CH:2]=[CH:3]/[CH:4]=[CH:5]/[CH3:6], predict the reactants needed to synthesize it. The reactants are: [C:1]([OH:8])(=[O:7])/[CH:2]=[CH:3]/[CH:4]=[CH:5]/[CH3:6].C(=O)([O-])[O-].[Zn+2:13].C(=O)=O.